This data is from Full USPTO retrosynthesis dataset with 1.9M reactions from patents (1976-2016). The task is: Predict the reactants needed to synthesize the given product. The reactants are: Br[C:2]1[CH:7]=[CH:6][C:5]([C:8]2[N:12]([C:13]3[CH:18]=[CH:17][C:16]([Cl:19])=[CH:15][C:14]=3[Cl:20])[N:11]=[C:10]([C:21]([N:23]3[CH2:28][CH2:27][C:26]([C:30]4[CH:35]=[CH:34][CH:33]=[CH:32][CH:31]=4)([OH:29])[CH2:25][CH2:24]3)=[O:22])[C:9]=2[CH3:36])=[CH:4][CH:3]=1.C(=O)([O-])[O-].[Na+].[Na+].[CH3:43][N:44](C)C(=O)C. Given the product [Cl:20][C:14]1[CH:15]=[C:16]([Cl:19])[CH:17]=[CH:18][C:13]=1[N:12]1[C:8]([C:5]2[CH:6]=[CH:7][C:2]([C:43]#[N:44])=[CH:3][CH:4]=2)=[C:9]([CH3:36])[C:10]([C:21]([N:23]2[CH2:28][CH2:27][C:26]([OH:29])([C:30]3[CH:35]=[CH:34][CH:33]=[CH:32][CH:31]=3)[CH2:25][CH2:24]2)=[O:22])=[N:11]1, predict the reactants needed to synthesize it.